This data is from Forward reaction prediction with 1.9M reactions from USPTO patents (1976-2016). The task is: Predict the product of the given reaction. (1) Given the reactants Br[C:2]1[C:10]2[NH:9][CH:8]=[N:7][C:6]=2[CH:5]=[C:4]([NH2:11])[CH:3]=1.[CH3:12]N(C=O)C.C[Sn](C)(C)C, predict the reaction product. The product is: [CH3:12][C:2]1[C:10]2[NH:9][CH:8]=[N:7][C:6]=2[CH:5]=[C:4]([NH2:11])[CH:3]=1. (2) Given the reactants [CH3:1][C:2]1[C:16](=[O:17])[N:15]=[C:14]2[N:4]([C@@H:5]3[O:9][C@H:8]([CH2:10][OH:11])[C@@H:7]([OH:12])[C@@H:6]3[O:13]2)[CH:3]=1.[CH3:18][SH:19].CN(C)C(N(C)C)=N, predict the reaction product. The product is: [CH3:18][S:19][C@@H:6]1[C@H:7]([OH:12])[C@@H:8]([CH2:10][OH:11])[O:9][C@H:5]1[N:4]1[CH:3]=[C:2]([CH3:1])[C:16](=[O:17])[NH:15][C:14]1=[O:13]. (3) Given the reactants Cl[C:2]1[N:7]=[C:6]([C:8]2[S:12][C:11]([CH3:13])=[N:10][C:9]=2[CH3:14])[C:5]([Cl:15])=[CH:4][N:3]=1.[CH3:16][O:17][C:18]1[CH:19]=[C:20]([CH:22]=[C:23]([O:27][CH3:28])[C:24]=1[O:25][CH3:26])[NH2:21].Cl, predict the reaction product. The product is: [Cl:15][C:5]1[C:6]([C:8]2[S:12][C:11]([CH3:13])=[N:10][C:9]=2[CH3:14])=[N:7][C:2]([NH:21][C:20]2[CH:22]=[C:23]([O:27][CH3:28])[C:24]([O:25][CH3:26])=[C:18]([O:17][CH3:16])[CH:19]=2)=[N:3][CH:4]=1. (4) Given the reactants C([O:8][N:9]([CH2:12][C@@H:13]([CH2:17][CH2:18][CH2:19][CH3:20])[C:14](O)=[O:15])[CH:10]=[O:11])C1C=CC=CC=1.[F:21][C:22]1[C:23]([F:36])=[CH:24][C:25]2[O:29][C:28]([C@@H:30]3[CH2:34][CH2:33][CH2:32][NH:31]3)=[N:27][C:26]=2[CH:35]=1, predict the reaction product. The product is: [F:21][C:22]1[C:23]([F:36])=[CH:24][C:25]2[O:29][C:28]([C@@H:30]3[CH2:34][CH2:33][CH2:32][N:31]3[C:14]([C@H:13]([CH2:17][CH2:18][CH2:19][CH3:20])[CH2:12][N:9]([OH:8])[CH:10]=[O:11])=[O:15])=[N:27][C:26]=2[CH:35]=1.